Dataset: Forward reaction prediction with 1.9M reactions from USPTO patents (1976-2016). Task: Predict the product of the given reaction. (1) Given the reactants [Br:1][CH2:2][C:3](C1SC(C)=CN=1)=[O:4].[CH3:11][N:12]1[CH:16]=[CH:15][N:14]=[CH:13]1.C([Li])CCC.BrCC(OC)=O, predict the reaction product. The product is: [Br:1][CH2:2][C:3]([C:13]1[N:12]([CH3:11])[CH:16]=[CH:15][N:14]=1)=[O:4]. (2) Given the reactants [NH2:1][C:2]1[C:3]([C:7]2[N:8]([CH2:25][CH3:26])[C:9]3[CH:14]=[C:13]([CH:15]([C:17]4[CH:22]=[CH:21][CH:20]=[CH:19][CH:18]=4)[OH:16])[N:12]=[C:11]([Cl:23])[C:10]=3[N:24]=2)=[N:4][O:5][N:6]=1.OCC[C:30]1[CH:40]=[CH:39][CH:38]=[C:32]2[C:33]([NH:35][C:36](=[O:37])[C:31]=12)=[O:34].[CH3:41][C:42]1C=CC(S(O)(=O)=O)=CC=1, predict the reaction product. The product is: [NH2:1][C:2]1[C:3]([C:7]2[N:8]([CH2:25][CH3:26])[C:9]3[CH:14]=[C:13]([CH:15]([C:17]4[CH:22]=[CH:21][CH:20]=[CH:19][CH:18]=4)[O:16][CH2:41][CH2:42][N:35]4[C:36](=[O:37])[C:31]5[C:32](=[CH:38][CH:39]=[CH:40][CH:30]=5)[C:33]4=[O:34])[N:12]=[C:11]([Cl:23])[C:10]=3[N:24]=2)=[N:4][O:5][N:6]=1. (3) Given the reactants [CH2:1]([C:3]1[CH:18]=[C:17]([C:19]2[N:23]=[C:22]([C:24]3[CH:29]=[C:28]([CH3:30])[N:27]=[C:26]([NH:31][CH2:32][CH3:33])[N:25]=3)[O:21][N:20]=2)[CH:16]=[C:15]([CH3:34])[C:4]=1[O:5][CH2:6][C@@H:7]([OH:14])[CH2:8][NH:9][C:10](=[O:13])[CH2:11][OH:12])C.[CH2:35](N(CC)C1N=C(C(O)=O)C=C(C)N=1)[CH3:36].C(N)(=O)C, predict the reaction product. The product is: [CH2:32]([N:31]([CH2:35][CH3:36])[C:26]1[N:25]=[C:24]([C:22]2[O:21][N:20]=[C:19]([C:17]3[CH:16]=[C:15]([CH3:34])[C:4]([O:5][CH2:6][CH:7]([OH:14])[CH2:8][NH:9][C:10](=[O:13])[CH2:11][OH:12])=[C:3]([CH3:1])[CH:18]=3)[N:23]=2)[CH:29]=[C:28]([CH3:30])[N:27]=1)[CH3:33]. (4) Given the reactants [C:1]([O:5][C:6](=[O:23])[NH:7][C@:8]1([C:16]2[CH:21]=[CH:20][CH:19]=[CH:18][C:17]=2[F:22])[C@H:12]([CH:13]=[O:14])[C@@H:11]([CH3:15])[O:10][CH2:9]1)([CH3:4])([CH3:3])[CH3:2].C[Si](C)(C)[C:26]([F:29])([F:28])[F:27].CCCC[N+](CCCC)(CCCC)CCCC.[F-], predict the reaction product. The product is: [C:1]([O:5][C:6](=[O:23])[NH:7][C@:8]1([C:16]2[CH:21]=[CH:20][CH:19]=[CH:18][C:17]=2[F:22])[C@H:12]([CH:13]([OH:14])[C:26]([F:29])([F:28])[F:27])[C@@H:11]([CH3:15])[O:10][CH2:9]1)([CH3:2])([CH3:3])[CH3:4]. (5) Given the reactants [Br:1][C:2]1[N:6]2[CH:7]=[C:8]([C:15]3[CH:19]=CO[CH:16]=3)[CH:9]=[C:10]([C:11]([F:14])([F:13])[F:12])[C:5]2=[N:4][C:3]=1[C:20]([N:22]1[CH2:26][CH2:25][CH:24]([C:27]2[CH:32]=[CH:31][CH:30]=[C:29]([F:33])[CH:28]=2)[CH2:23]1)=[O:21].[NH:34]1C=C(B2OC(C)(C)C(C)(C)O2)C=[N:35]1, predict the reaction product. The product is: [Br:1][C:2]1[N:6]2[CH:7]=[C:8]([C:15]3[CH:16]=[N:34][NH:35][CH:19]=3)[CH:9]=[C:10]([C:11]([F:13])([F:12])[F:14])[C:5]2=[N:4][C:3]=1[C:20]([N:22]1[CH2:26][CH2:25][CH:24]([C:27]2[CH:32]=[CH:31][CH:30]=[C:29]([F:33])[CH:28]=2)[CH2:23]1)=[O:21]. (6) Given the reactants C(O[BH-](OC(=O)C)OC(=O)C)(=O)C.[Na+].FC(F)(F)C(O)=O.[F:22][C:23]1[C:29]([O:30][CH3:31])=[CH:28][C:27]([O:32][CH3:33])=[C:26]([F:34])[C:24]=1[NH2:25].[Cl:35][C:36]1[C:41]([CH:42]=O)=[CH:40][N:39]=[C:38]2[N:44]([CH2:47][O:48][CH2:49][CH2:50][Si:51]([CH3:54])([CH3:53])[CH3:52])[CH:45]=[CH:46][C:37]=12.C([O-])(O)=O.[Na+], predict the reaction product. The product is: [Cl:35][C:36]1[C:41]([CH2:42][NH:25][C:24]2[C:23]([F:22])=[C:29]([O:30][CH3:31])[CH:28]=[C:27]([O:32][CH3:33])[C:26]=2[F:34])=[CH:40][N:39]=[C:38]2[N:44]([CH2:47][O:48][CH2:49][CH2:50][Si:51]([CH3:52])([CH3:54])[CH3:53])[CH:45]=[CH:46][C:37]=12.